Task: Predict the product of the given reaction.. Dataset: Forward reaction prediction with 1.9M reactions from USPTO patents (1976-2016) (1) Given the reactants Br[C:2]1[CH:19]=[C:18]2[C:5]([CH2:6][C:7]3([C:11]42[N:15]=[C:14]([NH2:16])[C:13]([CH3:17])=[N:12]4)[CH2:10][CH2:9][CH2:8]3)=[CH:4][CH:3]=1.[C:20]([C:23]1[CH:24]=[C:25](B(O)O)[CH:26]=[N:27][CH:28]=1)#[C:21][CH3:22], predict the reaction product. The product is: [CH3:17][C:13]1[C:14]([NH2:16])=[N:15][C:11]2([C:18]3[C:5](=[CH:4][CH:3]=[C:2]([C:25]4[CH:26]=[N:27][CH:28]=[C:23]([C:20]#[C:21][CH3:22])[CH:24]=4)[CH:19]=3)[CH2:6][C:7]32[CH2:10][CH2:9][CH2:8]3)[N:12]=1. (2) The product is: [C:53]([OH:55])(=[O:5])/[CH:56]=[CH:59]/[C:60]([OH:62])=[O:61].[C:60]([OH:62])(=[O:61])/[CH:59]=[CH:24]/[C:19]([OH:55])=[O:18].[Cl:33][C:28]1[CH:27]=[C:26]([N:13]([CH2:14][CH2:15][CH2:16][CH2:17][O:18][C:19]2[CH:24]=[CH:23][CH:22]=[CH:21][N:20]=2)[C@H:10]2[CH2:11][CH2:12][NH:8][CH2:9]2)[CH:31]=[CH:30][C:29]=1[F:32]. Given the reactants C([O:5]C([N:8]1[CH2:12][CH2:11][C@H:10]([NH:13][CH2:14][CH2:15][CH2:16][CH2:17][O:18][C:19]2[CH:24]=[CH:23][CH:22]=[CH:21][N:20]=2)[CH2:9]1)=O)(C)(C)C.Br[C:26]1[CH:31]=[CH:30][C:29]([F:32])=[C:28]([Cl:33])[CH:27]=1.C(P(C(C)(C)C)C(C)(C)C)(C)(C)C.F[B-](F)(F)F.C[C:53]([CH3:56])([O-:55])C.[Na+].F[C:59](F)(F)[C:60]([OH:62])=[O:61], predict the reaction product. (3) Given the reactants [CH:1]1([O:4][C:5]2[CH:6]=[C:7]([C:15]3[N:24]([CH2:25][O:26][CH2:27][CH2:28][Si:29]([CH3:32])([CH3:31])[CH3:30])[C:18]4[CH:19]=[N:20][NH:21][C:22](=[O:23])[C:17]=4[C:16]=3[CH:33]=O)[CH:8]=[CH:9][C:10]=2[O:11][CH:12]([F:14])[F:13])[CH2:3][CH2:2]1.O1CCCC1.[CH3:40][NH:41][CH3:42].C(O[BH-](OC(=O)C)OC(=O)C)(=O)C.[Na+], predict the reaction product. The product is: [CH:1]1([O:4][C:5]2[CH:6]=[C:7]([C:15]3[N:24]([CH2:25][O:26][CH2:27][CH2:28][Si:29]([CH3:32])([CH3:31])[CH3:30])[C:18]4[CH:19]=[N:20][NH:21][C:22](=[O:23])[C:17]=4[C:16]=3[CH2:33][N:41]([CH3:42])[CH3:40])[CH:8]=[CH:9][C:10]=2[O:11][CH:12]([F:13])[F:14])[CH2:2][CH2:3]1. (4) Given the reactants Br[CH2:2][C:3](=O)[C:4]([O:6][CH2:7][CH3:8])=[O:5].[F:10][C:11]1[CH:16]=[C:15]([F:17])[C:14]([F:18])=[CH:13][C:12]=1[NH:19][C:20]([NH2:22])=[O:21].O, predict the reaction product. The product is: [F:10][C:11]1[CH:16]=[C:15]([F:17])[C:14]([F:18])=[CH:13][C:12]=1[NH:19][C:20]1[O:21][CH:2]=[C:3]([C:4]([O:6][CH2:7][CH3:8])=[O:5])[N:22]=1. (5) Given the reactants [N:1]1[CH:6]=[CH:5]C=C[CH:2]=1.[Cl:7][C:8]1[CH:9]=[C:10]([CH:13]=[C:14]([O:16][C:17]2[C:25]3[N:24]=[N:23][N:22]([CH2:26][C:27]4[C:35]5[C:30](=[N:31][CH:32]=[CH:33][CH:34]=5)[NH:29][N:28]=4)[C:21]=3[CH:20]=[CH:19][C:18]=2[Cl:36])[CH:15]=1)[C:11]#[N:12].Cl[C:38](Cl)([O:40]C(=O)OC(Cl)(Cl)Cl)Cl.C(N(C(C)C)CC)(C)C.[Cl-].[C:59]([O:63][C:64]([NH:66]CC[NH2+]C)=[O:65])([CH3:62])([CH3:61])[CH3:60], predict the reaction product. The product is: [Cl:36][C:18]1[CH:19]=[CH:20][C:21]2[N:22]([CH2:26][C:27]3[C:35]4[C:30](=[N:31][CH:32]=[CH:33][CH:34]=4)[N:29]([C:38]([N:1]([CH3:2])[CH2:6][CH2:5][NH:66][C:64](=[O:65])[O:63][C:59]([CH3:62])([CH3:61])[CH3:60])=[O:40])[N:28]=3)[N:23]=[N:24][C:25]=2[C:17]=1[O:16][C:14]1[CH:13]=[C:10]([C:11]#[N:12])[CH:9]=[C:8]([Cl:7])[CH:15]=1.